This data is from Aqueous solubility values for 9,982 compounds from the AqSolDB database. The task is: Regression/Classification. Given a drug SMILES string, predict its absorption, distribution, metabolism, or excretion properties. Task type varies by dataset: regression for continuous measurements (e.g., permeability, clearance, half-life) or binary classification for categorical outcomes (e.g., BBB penetration, CYP inhibition). For this dataset (solubility_aqsoldb), we predict Y. (1) The compound is O=C(O)CSc1nc2ccccc2s1. The Y is -3.23 log mol/L. (2) The compound is Cc1ccc2nc(-c3ccc(NC(=O)/C(C#N)=C/c4ccc(N(C)CCS(=O)(=O)[O-])cc4)cc3)sc2c1S(=O)(=O)[O-].[Na+].[Na+]. The Y is -0.416 log mol/L. (3) The drug is O=C(C(F)(F)C(F)(F)F)C(F)(C(F)(F)F)C(F)(F)F. The Y is -1.50 log mol/L. (4) The compound is Cn1c(=O)c2c(n(C)c1=O)n(C)c(=O)n2C. The Y is -0.953 log mol/L.